This data is from Full USPTO retrosynthesis dataset with 1.9M reactions from patents (1976-2016). The task is: Predict the reactants needed to synthesize the given product. (1) Given the product [F:1][C:2]1[CH:3]=[C:4]([C:9]2[CH:18]=[N:17][C:16]3[C:11](=[CH:12][C:13]([C:23]4[CH:28]=[CH:27][CH:26]=[C:25]([F:29])[CH:24]=4)=[C:14]([OH:22])[C:32]=3[C:31]([NH:33][CH2:34][C:35]([O:37][CH2:43][CH3:44])=[O:36])=[O:61])[N:10]=2)[CH:5]=[CH:6][C:7]=1[F:8], predict the reactants needed to synthesize it. The reactants are: [F:1][C:2]1[CH:3]=[C:4]([C:9]2[CH:18]=[N:17][C:16]3C(C(O)=O)=[C:14]([OH:22])[C:13]([C:23]4[CH:28]=[CH:27][CH:26]=[C:25]([F:29])[CH:24]=4)=[CH:12][C:11]=3[N:10]=2)[CH:5]=[CH:6][C:7]=1[F:8].Cl.[CH2:31]([NH:33][CH2:34][C:35]([OH:37])=[O:36])[CH3:32].C(N([CH2:43][CH3:44])CC)C.C1CN([P+]([O:61]N2N=NC3C=CC=CC2=3)(N2CCCC2)N2CCCC2)CC1.F[P-](F)(F)(F)(F)F. (2) Given the product [Br:1][C:2]1[C:6]2=[N:7][CH:8]=[CH:9][C:10]([O:11][CH3:12])=[C:5]2[S:4][C:3]=1[C:13]([OH:15])=[O:14], predict the reactants needed to synthesize it. The reactants are: [Br:1][C:2]1[C:6]2=[N:7][CH:8]=[CH:9][C:10]([O:11][CH3:12])=[C:5]2[S:4][C:3]=1[C:13]([O:15]C)=[O:14].O[Li].O.C1COCC1.CO.O. (3) Given the product [CH2:1]([N:8]1[C:9](=[O:18])[C:10]2[CH:15]=[CH:14][C:13]([Br:16])=[CH:12][C:11]=2[O:21][CH2:20][CH2:19]1)[C:2]1[CH:7]=[CH:6][CH:5]=[CH:4][CH:3]=1, predict the reactants needed to synthesize it. The reactants are: [CH2:1]([N:8]([CH2:19][CH2:20][OH:21])[C:9](=[O:18])[C:10]1[CH:15]=[CH:14][C:13]([Br:16])=[CH:12][C:11]=1F)[C:2]1[CH:7]=[CH:6][CH:5]=[CH:4][CH:3]=1.[H-].[Na+]. (4) The reactants are: Cl[CH2:2][CH2:3][CH2:4][S:5]([N:8]1[CH2:13][CH2:12][CH:11]([C:14]2[C:22]3[C:17](=[C:18]([C:29]([NH2:31])=[O:30])[CH:19]=[C:20]([C:23]4[CH:28]=[CH:27][CH:26]=[CH:25][CH:24]=4)[CH:21]=3)[NH:16][CH:15]=2)[CH2:10][CH2:9]1)(=[O:7])=[O:6].[CH:32]1([CH2:36][OH:37])[CH2:35][CH2:34][CH2:33]1.C([O-])([O-])=O.[K+].[K+].[I-].[Na+]. Given the product [CH:32]1([CH2:36][O:37][CH2:2][CH2:3][CH2:4][S:5]([N:8]2[CH2:13][CH2:12][CH:11]([C:14]3[C:22]4[C:17](=[C:18]([C:29]([NH2:31])=[O:30])[CH:19]=[C:20]([C:23]5[CH:28]=[CH:27][CH:26]=[CH:25][CH:24]=5)[CH:21]=4)[NH:16][CH:15]=3)[CH2:10][CH2:9]2)(=[O:7])=[O:6])[CH2:35][CH2:34][CH2:33]1, predict the reactants needed to synthesize it. (5) Given the product [B:22]([C:12]1[C:11]([F:13])=[CH:10][C:6]([C:7]([OH:9])=[O:8])=[CH:5][C:4]=1[O:3][CH2:1][CH3:2])([OH:27])[OH:23], predict the reactants needed to synthesize it. The reactants are: [CH2:1]([O:3][C:4]1[CH:5]=[C:6]([CH:10]=[C:11]([F:13])[CH:12]=1)[C:7]([OH:9])=[O:8])[CH3:2].[Li+].CC([N-]C(C)C)C.[B:22](OC(C)C)([O:27]C(C)C)[O:23]C(C)C.Cl. (6) Given the product [CH:15]1([CH2:18][CH2:19][CH2:20][NH:21][C:22]([C:24]2[N:25]=[N:26][C:27]([N:30]3[CH2:31][CH2:32][N:33]([C:7](=[O:8])[C:6]4[CH:10]=[C:2]([F:1])[CH:3]=[CH:4][C:5]=4[C:11]([F:14])([F:13])[F:12])[CH2:34][CH2:35]3)=[CH:28][CH:29]=2)=[O:23])[CH2:17][CH2:16]1, predict the reactants needed to synthesize it. The reactants are: [F:1][C:2]1[CH:3]=[CH:4][C:5]([C:11]([F:14])([F:13])[F:12])=[C:6]([CH:10]=1)[C:7](Cl)=[O:8].[CH:15]1([CH2:18][CH2:19][CH2:20][NH:21][C:22]([C:24]2[N:25]=[N:26][C:27]([N:30]3[CH2:35][CH2:34][NH:33][CH2:32][CH2:31]3)=[CH:28][CH:29]=2)=[O:23])[CH2:17][CH2:16]1. (7) The reactants are: [Cl:1][C:2]1[CH:3]=[C:4]2[C:8](=[C:9]([NH:11][CH:12]3[CH2:16][CH2:15][CH2:14][CH2:13]3)[CH:10]=1)[NH:7][C:6]([C:17]1[S:18][CH2:19][C@@H:20]([CH2:22][CH2:23]O)[N:21]=1)=[CH:5]2.[CH2:25]([O:27][C:28]([C:30]1[NH:31][CH:32]=[N:33][C:34]=1[CH3:35])=[O:29])[CH3:26]. Given the product [CH2:25]([O:27][C:28]([C:30]1[N:31]([CH2:23][CH2:22][C@@H:20]2[CH2:19][S:18][C:17]([C:6]3[NH:7][C:8]4[C:4]([CH:5]=3)=[CH:3][C:2]([Cl:1])=[CH:10][C:9]=4[NH:11][CH:12]3[CH2:16][CH2:15][CH2:14][CH2:13]3)=[N:21]2)[CH:32]=[N:33][C:34]=1[CH3:35])=[O:29])[CH3:26], predict the reactants needed to synthesize it.